This data is from Reaction yield outcomes from USPTO patents with 853,638 reactions. The task is: Predict the reaction yield, written as a fraction of the theoretical maximum amount of product (1.0 means a 100% yield; for example, 0.34 means a 34% yield). (1) The reactants are Br[C:2]1[C:10]2[C:9]([NH2:11])=[N:8][CH:7]=[N:6][C:5]=2[N:4]([CH2:12][CH2:13][N:14]2[CH2:19][CH2:18][O:17][CH2:16][CH2:15]2)[CH:3]=1.CC1(C)C(C)(C)OB([C:28]2[CH:29]=[C:30]3[C:34](=[CH:35][CH:36]=2)[N:33]([C:37](=[O:49])[CH2:38][C:39]2[CH:44]=[CH:43][CH:42]=[C:41]([C:45]([F:48])([F:47])[F:46])[CH:40]=2)[CH2:32][CH2:31]3)O1.O1CCOCC1.C([O-])(O)=O.[Na+]. The catalyst is O.C1C=CC([P]([Pd]([P](C2C=CC=CC=2)(C2C=CC=CC=2)C2C=CC=CC=2)([P](C2C=CC=CC=2)(C2C=CC=CC=2)C2C=CC=CC=2)[P](C2C=CC=CC=2)(C2C=CC=CC=2)C2C=CC=CC=2)(C2C=CC=CC=2)C2C=CC=CC=2)=CC=1. The product is [N:14]1([CH2:13][CH2:12][N:4]2[C:5]3[N:6]=[CH:7][N:8]=[C:9]([NH2:11])[C:10]=3[C:2]([C:28]3[CH:29]=[C:30]4[C:34](=[CH:35][CH:36]=3)[N:33]([C:37](=[O:49])[CH2:38][C:39]3[CH:44]=[CH:43][CH:42]=[C:41]([C:45]([F:48])([F:46])[F:47])[CH:40]=3)[CH2:32][CH2:31]4)=[CH:3]2)[CH2:19][CH2:18][O:17][CH2:16][CH2:15]1. The yield is 0.415. (2) The reactants are [CH3:1][O:2][C:3]1[C:8]([CH:9]=O)=[C:7]([O:11][CH3:12])[N:6]=[CH:5][N:4]=1.[NH2:13][OH:14].Cl.C([O-])(=O)C.[Na+]. The catalyst is C(OCC)(=O)C.O. The product is [CH3:1][O:2][C:3]1[C:8]([CH:9]=[N:13][OH:14])=[C:7]([O:11][CH3:12])[N:6]=[CH:5][N:4]=1. The yield is 0.918. (3) The reactants are [OH:1][C:2]1[C:7](C(O)=O)=[CH:6][N:5]=[C:4]2[S:11][CH:12]=[C:13]([CH3:14])[C:3]=12.C(Cl)Cl.CO. The catalyst is O(C1C=CC=CC=1)C1C=CC=CC=1. The product is [CH3:14][C:13]1[C:3]2[C:2]([OH:1])=[CH:7][CH:6]=[N:5][C:4]=2[S:11][CH:12]=1. The yield is 0.930. (4) The product is [NH2:14][C:11]1[N:10]=[C:9]([NH2:15])[C:8]([O:7][C:6]2[C:5]([CH:17]([CH3:19])[CH3:18])=[CH:4][C:3]([O:20][CH3:21])=[C:2]([NH:1][C:25]([NH:24][CH2:22][CH3:23])=[O:26])[CH:16]=2)=[CH:13][N:12]=1. The catalyst is C1(C)C=CC=CC=1. The reactants are [NH2:1][C:2]1[C:3]([O:20][CH3:21])=[CH:4][C:5]([CH:17]([CH3:19])[CH3:18])=[C:6]([CH:16]=1)[O:7][C:8]1[C:9]([NH2:15])=[N:10][C:11]([NH2:14])=[N:12][CH:13]=1.[CH2:22]([N:24]=[C:25]=[O:26])[CH3:23]. The yield is 0.830. (5) The reactants are [Li]CCCC.N(C(C)C)C(C)C.[CH:13]1([C:16]([O:18][C:19]([CH3:22])([CH3:21])[CH3:20])=[O:17])[CH2:15][CH2:14]1.Br[CH2:24][CH2:25][CH2:26][CH2:27][CH2:28][Cl:29].Cl. The catalyst is C1COCC1.[Cl-].[Na+].O.O. The product is [Cl:29][CH2:28][CH2:27][CH2:26][CH2:25][CH2:24][C:13]1([C:16]([O:18][C:19]([CH3:22])([CH3:21])[CH3:20])=[O:17])[CH2:15][CH2:14]1. The yield is 0.730. (6) The reactants are Cl[C:2]1[N:3]=[N:4][C:5](Cl)=[CH:6][CH:7]=1.[CH3:9][O-:10].[Na+].[CH3:12][OH:13]. The catalyst is C(Cl)Cl. The product is [CH3:9][O:10][C:2]1[N:3]=[N:4][C:5]([O:13][CH3:12])=[CH:6][CH:7]=1. The yield is 1.01. (7) The reactants are [N+:1]([C:4]1[CH:5]=[C:6]2[C:10](=[CH:11][CH:12]=1)[NH:9][C:8]([C:13]([O:15][CH2:16][CH3:17])=[O:14])=[CH:7]2)([O-:3])=[O:2].[C:18](=O)([O-])[O-].[K+].[K+].C1(C)C=CC(S(OC)(=O)=O)=CC=1.O. The catalyst is C(#N)C. The product is [CH3:18][N:9]1[C:10]2[C:6](=[CH:5][C:4]([N+:1]([O-:3])=[O:2])=[CH:12][CH:11]=2)[CH:7]=[C:8]1[C:13]([O:15][CH2:16][CH3:17])=[O:14]. The yield is 0.960.